Dataset: Reaction yield outcomes from USPTO patents with 853,638 reactions. Task: Predict the reaction yield, written as a fraction of the theoretical maximum amount of product (1.0 means a 100% yield; for example, 0.34 means a 34% yield). (1) The reactants are [CH3:1][C:2]1[CH:7]=[CH:6][CH:5]=[C:4]([CH3:8])[C:3]=1[C:9]1[CH:14]=[CH:13][CH:12]=[C:11]([CH2:15][O:16][C:17]2[CH:18]=[C:19]3[C:23](=[CH:24][CH:25]=2)[NH:22][CH:21]=[CH:20]3)[CH:10]=1.[H-].[Na+].Br[CH2:29][C:30]([O:32][CH2:33][CH3:34])=[O:31]. The catalyst is O1CCCC1.CN(C)C=O.C(OCC)(=O)C. The product is [CH3:1][C:2]1[CH:7]=[CH:6][CH:5]=[C:4]([CH3:8])[C:3]=1[C:9]1[CH:14]=[CH:13][CH:12]=[C:11]([CH2:15][O:16][C:17]2[CH:18]=[C:19]3[C:23](=[CH:24][CH:25]=2)[N:22]([CH2:29][C:30]([O:32][CH2:33][CH3:34])=[O:31])[CH:21]=[CH:20]3)[CH:10]=1. The yield is 0.830. (2) The reactants are [NH3:1].[N:2]1([CH:8]2[CH2:13][CH2:12][CH:11]([NH:14][C:15]3[C:16]4[C:17]5[C:22]([S:23][C:24]=4[N:25]=[CH:26][N:27]=3)=[CH:21][CH:20]=[C:19]([CH2:28][C:29]([O:31]CC)=O)[CH:18]=5)[CH2:10][CH2:9]2)[CH2:7][CH2:6][O:5][CH2:4][CH2:3]1. The catalyst is C(O)C. The product is [N:2]1([CH:8]2[CH2:9][CH2:10][CH:11]([NH:14][C:15]3[C:16]4[C:17]5[C:22]([S:23][C:24]=4[N:25]=[CH:26][N:27]=3)=[CH:21][CH:20]=[C:19]([CH2:28][C:29]([NH2:1])=[O:31])[CH:18]=5)[CH2:12][CH2:13]2)[CH2:7][CH2:6][O:5][CH2:4][CH2:3]1. The yield is 0.410. (3) The reactants are [CH3:1][N:2]=[C:3]=[S:4].[Cl:5][C:6]1[CH:7]=[C:8]([C:12]2[O:16][N:15]=[C:14]([CH:17]3[CH2:21][CH2:20][CH2:19][NH:18]3)[CH:13]=2)[CH:9]=[CH:10][CH:11]=1. The catalyst is ClCCl. The product is [CH3:1][NH:2][C:3]([N:18]1[CH2:19][CH2:20][CH2:21][CH:17]1[C:14]1[CH:13]=[C:12]([C:8]2[CH:9]=[CH:10][CH:11]=[C:6]([Cl:5])[CH:7]=2)[O:16][N:15]=1)=[S:4]. The yield is 0.600.